This data is from Reaction yield outcomes from USPTO patents with 853,638 reactions. The task is: Predict the reaction yield, written as a fraction of the theoretical maximum amount of product (1.0 means a 100% yield; for example, 0.34 means a 34% yield). (1) The reactants are [CH3:1][O:2][C:3]1[C:4]([NH:14][C:15](=[O:19])OCC)=[N:5][C:6]2[C:11]([N:12]=1)=[CH:10][C:9]([CH3:13])=[CH:8][CH:7]=2.[CH3:20][C:21]1[CH:22]=[C:23]([N:28]2[CH2:33][CH2:32][NH:31][CH2:30][CH2:29]2)[CH:24]=[C:25]([CH3:27])[CH:26]=1. No catalyst specified. The product is [CH3:1][O:2][C:3]1[C:4]([NH:14][C:15]([N:31]2[CH2:32][CH2:33][N:28]([C:23]3[CH:24]=[C:25]([CH3:27])[CH:26]=[C:21]([CH3:20])[CH:22]=3)[CH2:29][CH2:30]2)=[O:19])=[N:5][C:6]2[C:11]([N:12]=1)=[CH:10][C:9]([CH3:13])=[CH:8][CH:7]=2. The yield is 0.950. (2) The reactants are [C:1]([C:5]1[CH:13]=[C:12]2[C:8]([CH2:9][N:10]([C:15]3[CH:20]=[CH:19][CH:18]=[C:17](B4OC(C)(C)C(C)(C)O4)[C:16]=3[CH3:30])[C:11]2=[O:14])=[CH:7][CH:6]=1)([CH3:4])([CH3:3])[CH3:2].Cl[C:32]1[CH:33]=[C:34]([NH:39][C:40]2[CH:49]=[C:43]3[CH2:44][N:45]([CH3:48])[CH2:46][CH2:47][N:42]3[N:41]=2)[C:35](=[O:38])[NH:36][N:37]=1.C(=O)([O-])[O-].[Na+].[Na+].CN(C=O)C. The catalyst is C(OCC)(=O)C.O.C1C=CC([P]([Pd]([P](C2C=CC=CC=2)(C2C=CC=CC=2)C2C=CC=CC=2)([P](C2C=CC=CC=2)(C2C=CC=CC=2)C2C=CC=CC=2)[P](C2C=CC=CC=2)(C2C=CC=CC=2)C2C=CC=CC=2)(C2C=CC=CC=2)C2C=CC=CC=2)=CC=1.O1CCOCC1. The product is [C:1]([C:5]1[CH:13]=[C:12]2[C:8]([CH2:9][N:10]([C:15]3[CH:20]=[CH:19][CH:18]=[C:17]([C:32]4[CH:33]=[C:34]([NH:39][C:40]5[CH:49]=[C:43]6[CH2:44][N:45]([CH3:48])[CH2:46][CH2:47][N:42]6[N:41]=5)[C:35](=[O:38])[NH:36][N:37]=4)[C:16]=3[CH3:30])[C:11]2=[O:14])=[CH:7][CH:6]=1)([CH3:2])([CH3:3])[CH3:4]. The yield is 0.270. (3) The reactants are [Cl:1][C:2]1[C:7]([F:8])=[CH:6][C:5]([C:9]2([CH2:24][OH:25])[C:17]3[C:12](=[CH:13][CH:14]=[CH:15][CH:16]=3)[N:11]([CH2:18][CH2:19][CH2:20][CH2:21][CH3:22])[C:10]2=[O:23])=[C:4](O)[CH:3]=1.C1(CCN2C3C(=CC=CC=3)C(C3C(O)=CC4OCOC=4C=3)(CO)C2=O)CC1. The yield is 0.440. The product is [Cl:1][C:2]1[C:7]([F:8])=[CH:6][C:5]2[C:9]3([CH2:24][O:25][C:4]=2[CH:3]=1)[C:17]1[C:12](=[CH:13][CH:14]=[CH:15][CH:16]=1)[N:11]([CH2:18][CH2:19][CH2:20][CH2:21][CH3:22])[C:10]3=[O:23]. No catalyst specified. (4) The reactants are [NH2:1][C:2]1[CH:3]=[C:4]([CH:8]=[CH:9][C:10]=1[NH2:11])[C:5]([OH:7])=[O:6].S(=O)(=O)(O)O.[CH2:17](O)[CH3:18]. The product is [CH2:17]([O:6][C:5](=[O:7])[C:4]1[CH:8]=[CH:9][C:10]([NH2:11])=[C:2]([NH2:1])[CH:3]=1)[CH3:18]. The yield is 0.904. No catalyst specified. (5) The reactants are Br[C:2]1[CH:7]=[CH:6][CH:5]=[CH:4][C:3]=1[C@H:8]([O:10][CH2:11][C@H:12]1[CH2:14][O:13]1)[CH3:9].[C:15]([O:21][CH2:22][CH3:23])(=[O:20])[CH2:16][CH2:17][CH:18]=[CH2:19]. No catalyst specified. The product is [O:13]1[CH2:14][C@@H:12]1[CH2:11][O:10][C@@H:8]([C:3]1[CH:4]=[CH:5][CH:6]=[CH:7][C:2]=1/[CH:19]=[CH:18]/[CH2:17][CH2:16][C:15]([O:21][CH2:22][CH3:23])=[O:20])[CH3:9]. The yield is 0.820. (6) The reactants are [C:1]([O:5][C:6]([NH:8][C@@H:9]([C:13]([CH3:16])([CH3:15])[CH3:14])[C:10]([OH:12])=O)=[O:7])([CH3:4])([CH3:3])[CH3:2].C(Cl)CCl.N1C2C(=NC=CC=2)N(O)N=1.[CH3:31][O:32][CH2:33][C@H:34]([N:41]([CH2:54][C:55]1[CH:64]=[CH:63][C:58]([C:59]([O:61][CH3:62])=[O:60])=[CH:57][CH:56]=1)[C:42]([C@@H:44]1[CH2:53][C:52]2[C:47](=[CH:48][CH:49]=[CH:50][CH:51]=2)[CH2:46][NH:45]1)=[O:43])[C:35]1[CH:40]=[CH:39][CH:38]=[CH:37][CH:36]=1.CN1CCOCC1. The catalyst is CN(C=O)C.C(OCC)(=O)C.[Cl-].[Na+].O. The product is [C:1]([O:5][C:6]([NH:8][C@@H:9]([C:13]([CH3:16])([CH3:15])[CH3:14])[C:10]([N:45]1[C@H:44]([C:42]([N:41]([CH2:54][C:55]2[CH:64]=[CH:63][C:58]([C:59]([O:61][CH3:62])=[O:60])=[CH:57][CH:56]=2)[C@H:34]([C:35]2[CH:40]=[CH:39][CH:38]=[CH:37][CH:36]=2)[CH2:33][O:32][CH3:31])=[O:43])[CH2:53][C:52]2[C:47](=[CH:48][CH:49]=[CH:50][CH:51]=2)[CH2:46]1)=[O:12])=[O:7])([CH3:2])([CH3:3])[CH3:4]. The yield is 0.930. (7) The reactants are [CH2:1]([N:8]([CH2:18][C:19]1[CH:24]=[CH:23][CH:22]=[CH:21][CH:20]=1)[C:9]1[CH:14]=[C:13]([CH3:15])[C:12](I)=[CH:11][C:10]=1[CH3:17])[C:2]1[CH:7]=[CH:6][CH:5]=[CH:4][CH:3]=1.C([Li])CCC.CN(C)[CH:32]=[O:33].Cl. The catalyst is C1(C)C=CC=CC=1.[Cl-].[Na+].O. The product is [CH2:1]([N:8]([CH2:18][C:19]1[CH:24]=[CH:23][CH:22]=[CH:21][CH:20]=1)[C:9]1[C:10]([CH3:17])=[CH:11][C:12]([CH:32]=[O:33])=[C:13]([CH3:15])[CH:14]=1)[C:2]1[CH:7]=[CH:6][CH:5]=[CH:4][CH:3]=1. The yield is 0.490.